Dataset: NCI-60 drug combinations with 297,098 pairs across 59 cell lines. Task: Regression. Given two drug SMILES strings and cell line genomic features, predict the synergy score measuring deviation from expected non-interaction effect. Drug 1: CC1=C(C=C(C=C1)NC2=NC=CC(=N2)N(C)C3=CC4=NN(C(=C4C=C3)C)C)S(=O)(=O)N.Cl. Drug 2: C1C(C(OC1N2C=NC(=NC2=O)N)CO)O. Cell line: NCI/ADR-RES. Synergy scores: CSS=9.91, Synergy_ZIP=-0.0721, Synergy_Bliss=3.34, Synergy_Loewe=-3.99, Synergy_HSA=1.81.